Dataset: Full USPTO retrosynthesis dataset with 1.9M reactions from patents (1976-2016). Task: Predict the reactants needed to synthesize the given product. (1) Given the product [CH3:10][O:11][C:12]1[CH:13]=[C:14]([CH:36]=[CH:37][C:38]=1[O:39][CH3:40])[CH2:15][N:16]1[C:25](=[O:26])[C:24]2[C:19](=[CH:20][CH:21]=[C:22]([CH2:27][F:7])[CH:23]=2)[N:18]([CH:29]2[CH2:34][CH2:33][O:32][CH2:31][CH2:30]2)[C:17]1=[O:35], predict the reactants needed to synthesize it. The reactants are: CCN(S(F)(F)[F:7])CC.[CH3:10][O:11][C:12]1[CH:13]=[C:14]([CH:36]=[CH:37][C:38]=1[O:39][CH3:40])[CH2:15][N:16]1[C:25](=[O:26])[C:24]2[C:19](=[CH:20][CH:21]=[C:22]([CH2:27]O)[CH:23]=2)[N:18]([CH:29]2[CH2:34][CH2:33][O:32][CH2:31][CH2:30]2)[C:17]1=[O:35].C([O-])(O)=O.[Na+]. (2) Given the product [Cl:2][C:3]1[CH:4]=[N+:5]([O-:35])[CH:6]=[C:7]([Cl:34])[C:8]=1[CH2:9][C@@H:10]([C:19]1[CH:24]=[CH:23][C:22]([O:25][CH:26]([F:28])[F:27])=[C:21]([O:29][CH2:30][CH:31]2[CH2:33][CH2:32]2)[CH:20]=1)[O:11][C:12]([C@@H:14]1[CH2:37][CH2:16][CH2:17][N:18]1[C:49](=[O:50])[CH2:48][C:42]1[CH:47]=[CH:46][CH:45]=[CH:44][CH:43]=1)=[O:13], predict the reactants needed to synthesize it. The reactants are: Cl.[Cl:2][C:3]1[CH:4]=[N+:5]([O-:35])[CH:6]=[C:7]([Cl:34])[C:8]=1[CH2:9][C@@H:10]([C:19]1[CH:24]=[CH:23][C:22]([O:25][CH:26]([F:28])[F:27])=[C:21]([O:29][CH2:30][CH:31]2[CH2:33][CH2:32]2)[CH:20]=1)[O:11][C:12]([C@H:14]1[NH:18][CH2:17][CH2:16]S1)=[O:13].N1C=CC=C[CH:37]=1.[C:42]1([CH2:48][C:49](Cl)=[O:50])[CH:47]=[CH:46][CH:45]=[CH:44][CH:43]=1.CCOC(C)=O. (3) Given the product [C:31]([C:25]1([C:22]2[CH:21]=[CH:20][C:19]([CH:17]([NH:16][C:11](=[O:13])[CH2:10][N:7]3[C:6]4[C:14]([F:15])=[C:2]([F:1])[CH:3]=[CH:4][C:5]=4[N:9]=[CH:8]3)[CH3:18])=[CH:24][CH:23]=2)[CH2:30][CH2:29][CH2:28][CH2:27][CH2:26]1)#[N:32], predict the reactants needed to synthesize it. The reactants are: [F:1][C:2]1[CH:3]=[CH:4][C:5]2[N:9]=[CH:8][N:7]([CH2:10][C:11]([OH:13])=O)[C:6]=2[C:14]=1[F:15].[NH2:16][CH:17]([C:19]1[CH:24]=[CH:23][C:22]([C:25]2([C:31]#[N:32])[CH2:30][CH2:29][CH2:28][CH2:27][CH2:26]2)=[CH:21][CH:20]=1)[CH3:18].CCN(CC)CC.CN(C(ON1N=NC2C=CC=NC1=2)=[N+](C)C)C.F[P-](F)(F)(F)(F)F. (4) Given the product [Cl:1][C:2]1[CH:3]=[CH:4][C:5]([CH2:6][NH:7][C:8]([C:10]2[C:11](=[O:39])[C:12]3[S:19][C:18]([CH2:20][N:21]([CH2:23][C@H:24]([C:26]4[O:27][CH:28]=[CH:29][CH:30]=4)[OH:25])[CH3:22])=[C:17]([CH2:31][OH:32])[C:13]=3[N:14]([CH3:16])[CH:15]=2)=[O:9])=[CH:40][CH:41]=1, predict the reactants needed to synthesize it. The reactants are: [Cl:1][C:2]1[CH:41]=[CH:40][C:5]([CH2:6][NH:7][C:8]([C:10]2[C:11](=[O:39])[C:12]3[S:19][C:18]([CH2:20][N:21]([CH2:23][C@H:24]([C:26]4[O:27][CH:28]=[CH:29][CH:30]=4)[OH:25])[CH3:22])=[C:17]([CH2:31][O:32]CC[Si](C)(C)C)[C:13]=3[N:14]([CH3:16])[CH:15]=2)=[O:9])=[CH:4][CH:3]=1.C([O-])(O)=O.[Na+]. (5) Given the product [NH:19]1[C:20]2[C:16](=[CH:15][C:14]([N:11]3[CH2:10][CH2:9][N:8]([C:6]([O:5][C:1]([CH3:4])([CH3:3])[CH3:2])=[O:7])[CH2:13][CH2:12]3)=[CH:22][CH:21]=2)[CH:17]=[CH:18]1, predict the reactants needed to synthesize it. The reactants are: [C:1]([O:5][C:6]([N:8]1[CH2:13][CH2:12][N:11]([C:14]2[CH:15]=[C:16]3[C:20](=[CH:21][CH:22]=2)[N:19]([Si](C(C)C)(C(C)C)C(C)C)[CH:18]=[CH:17]3)[CH2:10][CH2:9]1)=[O:7])([CH3:4])([CH3:3])[CH3:2].[F-].C([N+](CCCC)(CCCC)CCCC)CCC. (6) Given the product [O:9]1[C:13]2[CH:14]=[CH:15][CH:16]=[CH:17][C:12]=2[CH:11]=[C:10]1[C:18](=[O:21])[CH2:19][N:5]1[N:4]=[C:3]([O:2][CH3:1])[S:7][C:6]1=[NH:8], predict the reactants needed to synthesize it. The reactants are: [CH3:1][O:2][C:3]1[S:7][C:6]([NH2:8])=[N:5][N:4]=1.[O:9]1[C:13]2[CH:14]=[CH:15][CH:16]=[CH:17][C:12]=2[CH:11]=[C:10]1[C:18](=[O:21])[CH2:19]Br. (7) Given the product [Cl:1][C:2]1[CH:3]=[C:4]([CH2:14][C:15]2[O:19][C:18]([C:20]([NH:23][C:24]3[CH:31]=[CH:30][C:27]([CH2:28][OH:29])=[CH:26][CH:25]=3)=[O:22])=[CH:17][CH:16]=2)[C:5]2[O:9][C:8]([CH:10]([CH3:11])[CH3:12])=[CH:7][C:6]=2[CH:13]=1, predict the reactants needed to synthesize it. The reactants are: [Cl:1][C:2]1[CH:3]=[C:4]([CH2:14][C:15]2[O:19][C:18]([C:20]([OH:22])=O)=[CH:17][CH:16]=2)[C:5]2[O:9][C:8]([CH:10]([CH3:12])[CH3:11])=[CH:7][C:6]=2[CH:13]=1.[NH2:23][C:24]1[CH:31]=[CH:30][C:27]([CH2:28][OH:29])=[CH:26][CH:25]=1.OC1C2N=NNC=2C=CC=1.CCN=C=NCCCN(C)C. (8) The reactants are: [OH:1][CH:2]([C:21]1[CH:26]=[CH:25][CH:24]=[CH:23][CH:22]=1)[CH:3]([NH:8][C:9]([C:11]1[C:12]([C:17]([F:20])([F:19])[F:18])=[N:13][N:14]([CH3:16])[CH:15]=1)=[O:10])[C:4](=[O:7])NC.C(Cl)(=[O:32])C(C)(C)C.Cl. Given the product [OH:1][CH:2]([C:21]1[CH:22]=[CH:23][CH:24]=[CH:25][CH:26]=1)[CH:3]([NH:8][C:9]([C:11]1[C:12]([C:17]([F:18])([F:19])[F:20])=[N:13][N:14]([CH3:16])[CH:15]=1)=[O:10])[C:4]([OH:32])=[O:7], predict the reactants needed to synthesize it.